This data is from Catalyst prediction with 721,799 reactions and 888 catalyst types from USPTO. The task is: Predict which catalyst facilitates the given reaction. (1) Reactant: [CH3:1][S:2](Cl)(=[O:4])=[O:3].[OH:6][CH2:7][CH:8]1[CH2:13][CH2:12][N:11]([C:14]([O:16][C:17]([CH3:20])([CH3:19])[CH3:18])=[O:15])[CH2:10][CH2:9]1.CCN(C(C)C)C(C)C.O. Product: [CH3:1][S:2]([O:6][CH2:7][CH:8]1[CH2:13][CH2:12][N:11]([C:14]([O:16][C:17]([CH3:20])([CH3:19])[CH3:18])=[O:15])[CH2:10][CH2:9]1)(=[O:4])=[O:3]. The catalyst class is: 2. (2) Reactant: [Cl:1][C:2]1[CH:3]=[C:4]([N:20]2[C:25](=[O:26])[NH:24][C:23](=[O:27])[CH:22]=[N:21]2)[CH:5]=[C:6]([Cl:19])[C:7]=1[O:8][C:9]1[CH:14]=[CH:13][C:12]([O:15]C)=[C:11]([CH:17]=[O:18])[CH:10]=1.B(Cl)(Cl)Cl.C(OCC)(=O)C. Product: [Cl:1][C:2]1[CH:3]=[C:4]([N:20]2[C:25](=[O:26])[NH:24][C:23](=[O:27])[CH:22]=[N:21]2)[CH:5]=[C:6]([Cl:19])[C:7]=1[O:8][C:9]1[CH:14]=[CH:13][C:12]([OH:15])=[C:11]([CH:17]=[O:18])[CH:10]=1. The catalyst class is: 4.